Dataset: Full USPTO retrosynthesis dataset with 1.9M reactions from patents (1976-2016). Task: Predict the reactants needed to synthesize the given product. (1) Given the product [ClH:49].[CH3:35][S:32]([CH2:31][C:28]1[CH:29]=[CH:30][C:25]([C:19]2[CH:20]=[CH:21][C:22]([O:23][CH3:24])=[C:17]([CH2:16][N:15]([CH:12]3[CH2:11][CH2:10][CH:9]([NH:7][CH3:6])[CH2:14][CH2:13]3)[C:36]([C:38]3[S:42][C:41]4[C:43]([F:48])=[CH:44][CH:45]=[C:46]([F:47])[C:40]=4[C:39]=3[Cl:49])=[O:37])[CH:18]=2)=[CH:26][CH:27]=1)(=[O:33])=[O:34], predict the reactants needed to synthesize it. The reactants are: C(O[C:6](=O)[N:7]([CH:9]1[CH2:14][CH2:13][CH:12]([N:15]([C:36]([C:38]2[S:42][C:41]3[C:43]([F:48])=[CH:44][CH:45]=[C:46]([F:47])[C:40]=3[C:39]=2[Cl:49])=[O:37])[CH2:16][C:17]2[CH:18]=[C:19]([C:25]3[CH:30]=[CH:29][C:28]([CH2:31][S:32]([CH3:35])(=[O:34])=[O:33])=[CH:27][CH:26]=3)[CH:20]=[CH:21][C:22]=2[O:23][CH3:24])[CH2:11][CH2:10]1)C)(C)(C)C.Cl.CC(OC)(C)C. (2) Given the product [CH3:57][C@@H:56]1[N:52]([C:50]([O:49][C:45]([CH3:46])([CH3:48])[CH3:47])=[O:51])[C@H:53]([C:58]([O:60][CH:36]2[CH2:35][CH2:34][C:31]3=[CH:32][C:33]4[C:24]5[CH:23]=[CH:22][C:21]([C:19](=[O:20])[CH2:18][O:17][C:15]([C@@H:10]6[CH2:11][CH2:12][C@H:13]([CH3:14])[N:9]6[C:7](=[O:8])[C@@H:6]([NH:5][C:3]([O:2][CH3:1])=[O:4])[C@@H:41]([CH3:44])[CH2:42][CH3:43])=[O:16])=[CH:40][C:25]=5[CH2:26][O:27][C:28]=4[CH:29]=[C:30]3[C:37]2=[O:38])=[O:59])[CH2:54][CH2:55]1, predict the reactants needed to synthesize it. The reactants are: [CH3:1][O:2][C:3]([NH:5][C@@H:6]([C@@H:41]([CH3:44])[CH2:42][CH3:43])[C:7]([N:9]1[C@@H:13]([CH3:14])[CH2:12][CH2:11][C@H:10]1[C:15]([O:17][CH2:18][C:19]([C:21]1[CH:22]=[CH:23][C:24]2[C:33]3[CH:32]=[C:31]4[CH2:34][CH2:35][CH:36](Br)[C:37](=[O:38])[C:30]4=[CH:29][C:28]=3[O:27][CH2:26][C:25]=2[CH:40]=1)=[O:20])=[O:16])=[O:8])=[O:4].[C:45]([O:49][C:50]([N:52]1[C@@H:56]([CH3:57])[CH2:55][CH2:54][C@H:53]1[C:58]([OH:60])=[O:59])=[O:51])([CH3:48])([CH3:47])[CH3:46].C([O-])([O-])=O.[Cs+].[Cs+]. (3) Given the product [CH:31](/[N:30]=[C:29]1/[C:25]([CH3:24])=[C:26]([C:34]([O:4][N:5]2[C:9](=[O:10])[CH2:8][CH2:7][C:6]2=[O:11])=[O:35])[O:27][C:28]/1=[CH2:33])=[CH2:32], predict the reactants needed to synthesize it. The reactants are: C(Cl)Cl.[OH:4][N:5]1[C:9](=[O:10])[CH2:8][CH2:7][C:6]1=[O:11].Cl.CN(C)CCCN=C=NCC.[CH3:24][C:25]1[C:29]2=[N:30][CH:31]=[CH:32][CH:33]=[C:28]2[O:27][C:26]=1[C:34](O)=[O:35]. (4) Given the product [CH3:28][CH:27]([CH3:29])[CH2:26][C@@H:22]([NH:21][C:19]([C:16]1[CH:17]=[CH:18][C:13]2[O:12][CH2:11][O:10][C:14]=2[CH:15]=1)=[O:20])[C:23](=[O:24])[NH:9][CH2:8][CH2:7][C:3]1[CH:2]=[N:1][CH:6]=[CH:5][CH:4]=1, predict the reactants needed to synthesize it. The reactants are: [N:1]1[CH:6]=[CH:5][CH:4]=[C:3]([CH2:7][CH2:8][NH2:9])[CH:2]=1.[O:10]1[C:14]2[CH:15]=[C:16]([C:19]([NH:21][C@H:22]([CH2:26][CH:27]([CH3:29])[CH3:28])[C:23](O)=[O:24])=[O:20])[CH:17]=[CH:18][C:13]=2[O:12][CH2:11]1. (5) The reactants are: C([O:5][C:6]([CH2:8][N:9]1[C:13]2[CH:14]=[C:15]([I:18])[CH:16]=[CH:17][C:12]=2[N:11](C(OC(C)(C)C)=O)[C:10]1=[O:26])=[O:7])(C)(C)C.FC(F)(F)C(O)=O. Given the product [I:18][C:15]1[CH:16]=[CH:17][C:12]2[NH:11][C:10](=[O:26])[N:9]([CH2:8][C:6]([OH:7])=[O:5])[C:13]=2[CH:14]=1, predict the reactants needed to synthesize it.